Task: Predict the product of the given reaction.. Dataset: Forward reaction prediction with 1.9M reactions from USPTO patents (1976-2016) (1) Given the reactants [CH3:1][O:2][CH2:3][O:4][CH2:5][C:6]1[C:10]([CH:11]=O)=[C:9]([C:13]2[CH:18]=[CH:17][C:16]([C:19]([F:22])([F:21])[F:20])=[CH:15][CH:14]=2)[O:8][N:7]=1.Cl.[CH2:24]([O:26][NH2:27])[CH3:25], predict the reaction product. The product is: [CH2:24]([O:26][N:27]=[CH:11][C:10]1[C:6]([CH2:5][O:4][CH2:3][O:2][CH3:1])=[N:7][O:8][C:9]=1[C:13]1[CH:18]=[CH:17][C:16]([C:19]([F:22])([F:21])[F:20])=[CH:15][CH:14]=1)[CH3:25]. (2) Given the reactants C[Mg]Br.CO[C:6]1C=[CH:10][N:9]=[C:8]([C:12]#N)[CH:7]=1.[OH2:14].[C:15]([O:18][CH2:19][CH3:20])(=O)C, predict the reaction product. The product is: [CH3:15][O:18][C:19]1[CH:20]=[CH:10][N:9]=[C:8]([C:7](=[O:14])[CH3:6])[CH:12]=1. (3) Given the reactants Cl.[CH2:2]([C@@H:9]1NC(C)(C)N(C)[C:10]1=[O:17])[C:3]1C=CC=CC=1.[C:18]1([C:24]2[O:25][C:26]([C:33]3[CH:38]=[CH:37][CH:36]=[CH:35][CH:34]=3)=[C:27]3[C:32]=2[CH:31]=[CH:30][CH:29]=[CH:28]3)[CH:23]=[CH:22][CH:21]=[CH:20][CH:19]=1.CO.C(=O)/C=C/C, predict the reaction product. The product is: [C:18]1([C@@:24]23[O:25][C@@:26]([C:33]4[CH:34]=[CH:35][CH:36]=[CH:37][CH:38]=4)([C@@H:9]([CH:10]=[O:17])[C@@H:2]2[CH3:3])[C:27]2[CH:28]=[CH:29][CH:30]=[CH:31][C:32]3=2)[CH:23]=[CH:22][CH:21]=[CH:20][CH:19]=1. (4) Given the reactants [C:1]([O:8][CH3:9])(=[O:7])[CH2:2][C:3]([O:5][CH3:6])=[O:4].[C:10]1(=O)[CH2:15][CH2:14][CH2:13][CH2:12][CH2:11]1.C(OC(=O)C)(=O)C.NC1C=CC=CC=1, predict the reaction product. The product is: [C:10]1([CH:2]([C:1]([O:8][CH3:9])=[O:7])[C:3]([O:5][CH3:6])=[O:4])[CH2:15][CH2:14][CH2:13][CH2:12][CH:11]=1. (5) Given the reactants [CH3:1][CH2:2][N:3]1[C:7](=[O:8])[C:6]([C:15]2[CH:16]=[CH:17][CH:18]=[CH:19][CH:20]=2)([C:9]2[CH:10]=[CH:11][CH:12]=[CH:13][CH:14]=2)[C@@H:5]([CH2:21][CH2:22][N:23]2[CH2:28][CH2:27][O:26][CH2:25][CH2:24]2)[CH2:4]1.C1C=CC(C(O[C@H](C(O)=O)[C@H](OC(C2C=CC=CC=2)=O)C(O)=O)=O)=CC=1.O.C(=O)(O)[O-].[Na+], predict the reaction product. The product is: [CH3:1][CH2:2][N:3]1[C:7](=[O:8])[C:6]([C:15]2[CH:20]=[CH:19][CH:18]=[CH:17][CH:16]=2)([C:9]2[CH:10]=[CH:11][CH:12]=[CH:13][CH:14]=2)[C@@H:5]([CH2:21][CH2:22][N:23]2[CH2:28][CH2:27][O:26][CH2:25][CH2:24]2)[CH2:4]1. (6) Given the reactants [F:1][C:2]1[CH:20]=[C:19]([I:21])[CH:18]=[CH:17][C:3]=1[NH:4][C:5]1[C:6]([C:12]([O:14][CH2:15][CH3:16])=[O:13])=[CH:7][NH:8][C:9](=[O:11])[CH:10]=1.[H-].[Na+].Br[CH2:25][CH2:26][CH2:27][C:28]#[N:29], predict the reaction product. The product is: [C:28]([CH2:27][CH2:26][CH2:25][N:8]1[C:9](=[O:11])[CH:10]=[C:5]([NH:4][C:3]2[CH:17]=[CH:18][C:19]([I:21])=[CH:20][C:2]=2[F:1])[C:6]([C:12]([O:14][CH2:15][CH3:16])=[O:13])=[CH:7]1)#[N:29]. (7) Given the reactants [CH:1]1([C:4]2[N:5]=[C:6]3[C:12]([C:13]([OH:15])=O)=[CH:11][NH:10][C:7]3=[N:8][CH:9]=2)[CH2:3][CH2:2]1.Cl.[NH2:17][C@H:18]([CH:23]1[CH2:25][CH2:24]1)[C:19]([CH3:22])([OH:21])[CH3:20].C(Cl)CCl.C1C=CC2N(O)N=NC=2C=1.CCN(C(C)C)C(C)C, predict the reaction product. The product is: [CH:23]1([C@@H:18]([NH:17][C:13]([C:12]2[C:6]3[C:7](=[N:8][CH:9]=[C:4]([CH:1]4[CH2:2][CH2:3]4)[N:5]=3)[NH:10][CH:11]=2)=[O:15])[C:19]([OH:21])([CH3:22])[CH3:20])[CH2:25][CH2:24]1.